The task is: Predict the reactants needed to synthesize the given product.. This data is from Full USPTO retrosynthesis dataset with 1.9M reactions from patents (1976-2016). The reactants are: Br[C:2]1[CH:10]=[CH:9][CH:8]=[C:7]([Cl:11])[C:3]=1[C:4]([OH:6])=[O:5].[CH3:12][O:13][C:14](=[O:19])[CH2:15][C:16]([CH3:18])=[O:17].[H-].[Na+]. Given the product [Cl:11][C:7]1[CH:8]=[CH:9][CH:10]=[C:2]([CH:15]([C:14]([O:13][CH3:12])=[O:19])[C:16](=[O:17])[CH3:18])[C:3]=1[C:4]([OH:6])=[O:5], predict the reactants needed to synthesize it.